The task is: Predict the product of the given reaction.. This data is from Forward reaction prediction with 1.9M reactions from USPTO patents (1976-2016). (1) The product is: [Cl:10][C:11]1[CH:17]=[CH:16][C:14]([NH2:15])=[C:13]([C:2]2[CH:7]=[C:6]([Cl:8])[N:5]=[C:4]([CH3:9])[N:3]=2)[CH:12]=1. Given the reactants Cl[C:2]1[CH:7]=[C:6]([Cl:8])[N:5]=[C:4]([CH3:9])[N:3]=1.[Cl:10][C:11]1[CH:17]=[CH:16][C:14]([NH2:15])=[C:13](B2OC(C)(C)C(C)(C)O2)[CH:12]=1.C(=O)([O-])[O-].[Na+].[Na+], predict the reaction product. (2) Given the reactants [CH3:1][C:2]1[O:6][N:5]=[C:4]([C:7]([CH:9]2[CH2:15][CH2:14][O:13][C:12]3[CH:16]=[C:17]([N:20]4[CH2:24][C@H:23]([CH2:25][NH:26][C:27](=[O:29])[CH3:28])[O:22][C:21]4=[O:30])[CH:18]=[CH:19][C:11]=3[C:10]2=O)=O)[CH:3]=1.O.[NH2:33][NH2:34], predict the reaction product. The product is: [CH3:1][C:2]1[O:6][N:5]=[C:4]([C:7]2[C:9]3[CH2:15][CH2:14][O:13][C:12]4[CH:16]=[C:17]([N:20]5[CH2:24][C@H:23]([CH2:25][NH:26][C:27](=[O:29])[CH3:28])[O:22][C:21]5=[O:30])[CH:18]=[CH:19][C:11]=4[C:10]=3[NH:34][N:33]=2)[CH:3]=1. (3) Given the reactants [Br:1][C:2]1[CH:8]=[CH:7][C:5]([NH2:6])=[C:4]([N+:9]([O-])=O)[C:3]=1[F:12].BrC1C(F)=C(N)C(N)=CC=1.[CH2:23]([N:25]1[C:37]2[CH:36]=[CH:35][C:34]([CH:38]=O)=[CH:33][C:32]=2[C:31]2[C:26]1=[CH:27][CH:28]=[CH:29][CH:30]=2)[CH3:24], predict the reaction product. The product is: [Br:1][C:2]1[CH:8]=[CH:7][C:5]2[NH:6][C:38]([C:34]3[CH:35]=[CH:36][C:37]4[N:25]([CH2:23][CH3:24])[C:26]5[C:31]([C:32]=4[CH:33]=3)=[CH:30][CH:29]=[CH:28][CH:27]=5)=[N:9][C:4]=2[C:3]=1[F:12]. (4) Given the reactants [Cl:1][C:2]1[CH:11]=[C:10]2[C:5]([C:6]([N:12]3[CH2:17][CH2:16][N:15]([C:18]([NH:20][CH:21]4[CH2:27][CH2:26][CH2:25][CH2:24][C:23](=[O:28])[CH2:22]4)=[O:19])[CH2:14][CH2:13]3)=[CH:7][CH:8]=[N:9]2)=[CH:4][CH:3]=1.[CH3:29][Mg+].[Br-], predict the reaction product. The product is: [Cl:1][C:2]1[CH:11]=[C:10]2[C:5]([C:6]([N:12]3[CH2:17][CH2:16][N:15]([C:18]([NH:20][CH:21]4[CH2:27][CH2:26][CH2:25][CH2:24][C:23]([OH:28])([CH3:29])[CH2:22]4)=[O:19])[CH2:14][CH2:13]3)=[CH:7][CH:8]=[N:9]2)=[CH:4][CH:3]=1. (5) Given the reactants C(OC1C=CC=CC=1CN(CC1C=CC=CN=1)CCCCCCC1CCC(C2C=CC=CC=2OC)CC1)(C)(C)C.Br[CH2:42][CH2:43][CH2:44][CH2:45][CH2:46][CH2:47][N:48]([CH2:56][C:57]1[CH:62]=[CH:61][CH:60]=[CH:59][C:58]=1[O:63][C:64]([CH3:67])([CH3:66])[CH3:65])[CH2:49][C:50]1[CH:55]=[CH:54][CH:53]=[CH:52][N:51]=1.[CH3:68][O:69][C:70]1[CH:71]=[C:72]2[C:76](=[CH:77][C:78]=1[O:79][CH3:80])[CH2:75][NH:74][CH2:73]2, predict the reaction product. The product is: [C:64]([O:63][C:58]1[CH:59]=[CH:60][CH:61]=[CH:62][C:57]=1[CH2:56][N:48]([CH2:49][C:50]1[CH:55]=[CH:54][CH:53]=[CH:52][N:51]=1)[CH2:47][CH2:46][CH2:45][CH2:44][CH2:43][CH2:42][N:74]1[CH2:75][C:76]2[C:72](=[CH:71][C:70]([O:69][CH3:68])=[C:78]([O:79][CH3:80])[CH:77]=2)[CH2:73]1)([CH3:67])([CH3:66])[CH3:65]. (6) Given the reactants [N:1]1([CH:7]=[CH:8][C:9]([O:11][CH2:12][CH3:13])=[O:10])[CH2:6][CH2:5][CH2:4][CH2:3][CH2:2]1.[F:14][CH:15]([F:19])[C:16](F)=[O:17].C(N(CCCC)CCCC)CCC, predict the reaction product. The product is: [F:14][CH:15]([F:19])[C:16](=[O:17])[C:8](=[CH:7][N:1]1[CH2:6][CH2:5][CH2:4][CH2:3][CH2:2]1)[C:9]([O:11][CH2:12][CH3:13])=[O:10]. (7) The product is: [Br:1][C:2]1[C:10]2[C:9]([NH2:18])=[N:8][CH:7]=[N:6][C:5]=2[N:4]([CH2:12][CH2:13][N:14]([CH3:16])[CH3:15])[CH:3]=1. Given the reactants [Br:1][C:2]1[C:10]2[C:9](Cl)=[N:8][CH:7]=[N:6][C:5]=2[N:4]([CH2:12][CH2:13][N:14]([CH3:16])[CH3:15])[CH:3]=1.[OH-].[NH4+:18], predict the reaction product.